Dataset: Forward reaction prediction with 1.9M reactions from USPTO patents (1976-2016). Task: Predict the product of the given reaction. (1) Given the reactants Cl[C:2]1[C:7]([C:8]2[CH:13]=[CH:12][CH:11]=[CH:10][CH:9]=2)=[CH:6][N:5]2[N:14]=[CH:15][N:16]=[C:4]2[N:3]=1.[C:17]([O:21][C:22](=[O:40])[NH:23][CH2:24][C:25]1[CH:30]=[CH:29][C:28](B2OC(C)(C)C(C)(C)O2)=[CH:27][CH:26]=1)([CH3:20])([CH3:19])[CH3:18], predict the reaction product. The product is: [C:17]([O:21][C:22](=[O:40])[NH:23][CH2:24][C:25]1[CH:26]=[CH:27][C:28]([C:2]2[C:7]([C:8]3[CH:13]=[CH:12][CH:11]=[CH:10][CH:9]=3)=[CH:6][N:5]3[N:14]=[CH:15][N:16]=[C:4]3[N:3]=2)=[CH:29][CH:30]=1)([CH3:20])([CH3:18])[CH3:19]. (2) The product is: [F:31][C:25]1[CH:26]=[C:27]([F:30])[CH:28]=[CH:29][C:24]=1[C:19]1[CH:20]=[CH:21][C:5]2[O:4][C:2](=[O:3])[N:14]([C:11]3[CH:10]=[CH:9][C:8]([C:6]#[N:7])=[CH:13][CH:12]=3)[C:15](=[O:16])[C:17]=2[CH:18]=1. Given the reactants Cl[C:2]([O:4][CH3:5])=[O:3].[C:6]([C:8]1[CH:13]=[CH:12][C:11]([NH:14][C:15]([C:17]2[CH:18]=[C:19]([C:24]3[CH:29]=[CH:28][C:27]([F:30])=[CH:26][C:25]=3[F:31])[CH:20]=[CH:21]C=2O)=[O:16])=[CH:10][CH:9]=1)#[N:7].Cl, predict the reaction product. (3) Given the reactants [H-].[Na+].[Br:3][C:4]1[CH:9]=[CH:8][N:7]=[C:6](Cl)[CH:5]=1.[CH:11]([OH:14])([CH3:13])[CH3:12], predict the reaction product. The product is: [Br:3][C:4]1[CH:9]=[CH:8][N:7]=[C:6]([O:14][CH:11]([CH3:13])[CH3:12])[CH:5]=1.